This data is from Catalyst prediction with 721,799 reactions and 888 catalyst types from USPTO. The task is: Predict which catalyst facilitates the given reaction. Reactant: Br[C:2]1[N:7]2[N:8]=[C:9]([NH2:11])[N:10]=[C:6]2[CH:5]=[CH:4][CH:3]=1.[CH:12]1([NH2:17])[CH2:16][CH2:15][CH2:14][CH2:13]1. Product: [CH:12]1([NH:17][C:2]2[N:7]3[N:8]=[C:9]([NH2:11])[N:10]=[C:6]3[CH:5]=[CH:4][CH:3]=2)[CH2:16][CH2:15][CH2:14][CH2:13]1. The catalyst class is: 287.